Dataset: Reaction yield outcomes from USPTO patents with 853,638 reactions. Task: Predict the reaction yield, written as a fraction of the theoretical maximum amount of product (1.0 means a 100% yield; for example, 0.34 means a 34% yield). (1) The reactants are [CH3:1][O:2][CH2:3][C:4]([O:6][CH3:7])=[O:5].[CH:8]([O:10][CH3:11])=O.[H-].[Na+].CC(OC)(C)C. The catalyst is C1COCC1. The product is [CH3:1][O:2]/[C:3](=[CH:8]/[O:10][CH3:11])/[C:4]([O:6][CH3:7])=[O:5]. The yield is 1.00. (2) The reactants are [CH:1]1([CH2:4][O:5][C:6]2[CH:11]=[C:10]([F:12])[C:9]([O:13]COC)=[CH:8][N:7]=2)[CH2:3][CH2:2]1.Cl.C(=O)([O-])O.[Na+]. The catalyst is C1COCC1. The product is [CH:1]1([CH2:4][O:5][C:6]2[N:7]=[CH:8][C:9]([OH:13])=[C:10]([F:12])[CH:11]=2)[CH2:2][CH2:3]1. The yield is 0.400.